This data is from Acute oral toxicity (LD50) regression data from Zhu et al.. The task is: Regression/Classification. Given a drug SMILES string, predict its toxicity properties. Task type varies by dataset: regression for continuous values (e.g., LD50, hERG inhibition percentage) or binary classification for toxic/non-toxic outcomes (e.g., AMES mutagenicity, cardiotoxicity, hepatotoxicity). Dataset: ld50_zhu. (1) The compound is C=CCSc1nnc(CSP(=S)(OC)OC)s1. The rat oral LD50 is 2.33, given as -log10 of the dose in mol/kg body weight (higher means more acutely toxic). (2) The molecule is O=C(O)c1ccc2cc(O)ccc2c1. The rat oral LD50 is 1.79, given as -log10 of the dose in mol/kg body weight (higher means more acutely toxic). (3) The molecule is CCCCNC(=O)c1ccccc1. The rat oral LD50 is 1.54, given as -log10 of the dose in mol/kg body weight (higher means more acutely toxic). (4) The rat oral LD50 is 1.66, given as -log10 of the dose in mol/kg body weight (higher means more acutely toxic). The molecule is C1=CCC(C2OCC3(CC=CCC3)CO2)CC1.